Task: Predict the reactants needed to synthesize the given product.. Dataset: Full USPTO retrosynthesis dataset with 1.9M reactions from patents (1976-2016) Given the product [Cl:32][C:33]1[CH:34]=[C:35]([C:2]2[C:3]3[CH:14]=[C:13]([C:15]4[CH:20]=[CH:19][CH:18]=[CH:17][CH:16]=4)[CH:12]=[CH:11][C:4]=3[N:5]([CH3:10])[C:6](=[O:9])[CH2:7][N:8]=2)[CH:36]=[CH:37][C:38]=1[Cl:39], predict the reactants needed to synthesize it. The reactants are: Cl[C:2]1[C:3]2[CH:14]=[C:13]([C:15]3[CH:20]=[CH:19][CH:18]=[CH:17][CH:16]=3)[CH:12]=[CH:11][C:4]=2[N:5]([CH3:10])[C:6](=[O:9])[CH2:7][N:8]=1.C(C1C=C(B(O)O)C=CC=1)=O.[Cl:32][C:33]1[CH:34]=[C:35](B(O)O)[CH:36]=[CH:37][C:38]=1[Cl:39].